This data is from Reaction yield outcomes from USPTO patents with 853,638 reactions. The task is: Predict the reaction yield, written as a fraction of the theoretical maximum amount of product (1.0 means a 100% yield; for example, 0.34 means a 34% yield). (1) The reactants are [F:1][C:2]([F:9])([F:8])/[CH:3]=[CH:4]/[C:5]([OH:7])=[O:6].[CH3:10][S-:11].[Na+]. The catalyst is CO. The product is [F:1][C:2]([F:9])([F:8])[CH:3]([S:11][CH3:10])[CH2:4][C:5]([OH:7])=[O:6]. The yield is 0.990. (2) The reactants are [Cl:1][C:2]1[CH:3]=[C:4]([CH:6]=[CH:7][C:8]=1[O:9][C:10]1[C:19]2[C:14](=[CH:15][C:16]([O:22][CH3:23])=[C:17]([O:20][CH3:21])[CH:18]=2)[N:13]=[CH:12][N:11]=1)[NH2:5].C(N(CC)CC)C.ClC(Cl)(O[C:35](=[O:41])OC(Cl)(Cl)Cl)Cl.[NH2:43][C:44]1[S:48][N:47]=[C:46]([CH3:49])[CH:45]=1. The catalyst is C(Cl)(Cl)Cl.O. The product is [Cl:1][C:2]1[CH:3]=[C:4]([NH:5][C:35]([NH:43][C:44]2[S:48][N:47]=[C:46]([CH3:49])[CH:45]=2)=[O:41])[CH:6]=[CH:7][C:8]=1[O:9][C:10]1[C:19]2[C:14](=[CH:15][C:16]([O:22][CH3:23])=[C:17]([O:20][CH3:21])[CH:18]=2)[N:13]=[CH:12][N:11]=1. The yield is 0.270. (3) The reactants are [CH3:1][N:2]([CH3:35])[CH2:3][CH2:4][CH2:5][S:6]([N:9]1[CH2:14][CH2:13][CH:12]([C:15]2[C:23]3[C:18](=[C:19]([C:32]([NH2:34])=[O:33])[CH:20]=[C:21]([C:24]4[CH:29]=[CH:28][C:27]([CH:30]=O)=[CH:26][CH:25]=4)[CH:22]=3)[NH:17][CH:16]=2)[CH2:11][CH2:10]1)(=[O:8])=[O:7].[NH:36]1[CH2:41][CH2:40][O:39][CH2:38][CH2:37]1.[BH-](OC(C)=O)(OC(C)=O)OC(C)=O.[Na+]. No catalyst specified. The product is [CH3:35][N:2]([CH3:1])[CH2:3][CH2:4][CH2:5][S:6]([N:9]1[CH2:14][CH2:13][CH:12]([C:15]2[C:23]3[C:18](=[C:19]([C:32]([NH2:34])=[O:33])[CH:20]=[C:21]([C:24]4[CH:29]=[CH:28][C:27]([CH2:30][N:36]5[CH2:41][CH2:40][O:39][CH2:38][CH2:37]5)=[CH:26][CH:25]=4)[CH:22]=3)[NH:17][CH:16]=2)[CH2:11][CH2:10]1)(=[O:8])=[O:7]. The yield is 0.300. (4) The reactants are [Cl:1][C:2]1[C:3]([F:28])=[C:4]([CH:8]2[C:12]([C:15]3[CH:20]=[CH:19][C:18]([Cl:21])=[CH:17][C:16]=3[F:22])([C:13]#[N:14])[CH:11]([CH2:23][C:24]([CH3:27])([CH3:26])[CH3:25])[CH2:10][NH:9]2)[CH:5]=[CH:6][CH:7]=1.[C:29]([C:31]1[CH:36]=[CH:35][C:34]([N:37]=[C:38]=[O:39])=[CH:33][CH:32]=1)#[N:30]. The catalyst is C(Cl)Cl. The product is [C:29]([C:31]1[CH:32]=[CH:33][C:34]([NH:37][C:38]([N:9]2[CH2:10][CH:11]([CH2:23][C:24]([CH3:25])([CH3:27])[CH3:26])[C:12]([C:15]3[CH:20]=[CH:19][C:18]([Cl:21])=[CH:17][C:16]=3[F:22])([C:13]#[N:14])[CH:8]2[C:4]2[CH:5]=[CH:6][CH:7]=[C:2]([Cl:1])[C:3]=2[F:28])=[O:39])=[CH:35][CH:36]=1)#[N:30]. The yield is 1.00. (5) The reactants are [C:1]([O:5][C:6]([N:8]1[CH2:12][CH2:11][CH2:10][CH:9]1[C:13]1[NH:14][C:15]([C:18]2[CH:31]=[CH:30][C:29]3[C:28]4[C:23](=[CH:24][C:25](Br)=[CH:26][CH:27]=4)[CH2:22][CH2:21][C:20]=3[CH:19]=2)=[CH:16][N:17]=1)=[O:7])([CH3:4])([CH3:3])[CH3:2].[C:33]([O:37][C:38]([N:40]1[CH:45]([C:46]2[NH:50][C:49]3[CH:51]=[C:52](B4OC(C)(C)C(C)(C)O4)[CH:53]=[CH:54][C:48]=3[N:47]=2)[CH:44]2[CH2:64][CH:41]1[CH2:42][CH2:43]2)=[O:39])([CH3:36])([CH3:35])[CH3:34].C([O-])(O)=O.[Na+]. The catalyst is COCCOC.O. The product is [C:33]([O:37][C:38]([N:40]1[CH:45]([C:46]2[NH:50][C:49]3[CH:51]=[C:52]([C:25]4[CH:26]=[CH:27][C:28]5[C:29]6[C:20](=[CH:19][C:18]([C:15]7[NH:14][C:13]([CH:9]8[CH2:10][CH2:11][CH2:12][N:8]8[C:6]([O:5][C:1]([CH3:2])([CH3:3])[CH3:4])=[O:7])=[N:17][CH:16]=7)=[CH:31][CH:30]=6)[CH2:21][CH2:22][C:23]=5[CH:24]=4)[CH:53]=[CH:54][C:48]=3[N:47]=2)[CH:44]2[CH2:64][CH:41]1[CH2:42][CH2:43]2)=[O:39])([CH3:36])([CH3:34])[CH3:35]. The yield is 0.590. (6) The reactants are [CH2:1]([O:8][C:9]1[CH:10]=[C:11]([CH:14]=[C:15]([O:25][CH2:26][C:27]2[CH:32]=[CH:31][CH:30]=[CH:29][CH:28]=2)[C:16]=1[O:17][CH2:18][C:19]1[CH:24]=[CH:23][CH:22]=[CH:21][CH:20]=1)[CH2:12][OH:13])[C:2]1[CH:7]=[CH:6][CH:5]=[CH:4][CH:3]=1.[Cr](Cl)([O-])(=O)=O.[NH+]1C=CC=CC=1. The catalyst is C(Cl)Cl. The product is [CH2:1]([O:8][C:9]1[CH:10]=[C:11]([CH:14]=[C:15]([O:25][CH2:26][C:27]2[CH:32]=[CH:31][CH:30]=[CH:29][CH:28]=2)[C:16]=1[O:17][CH2:18][C:19]1[CH:20]=[CH:21][CH:22]=[CH:23][CH:24]=1)[CH:12]=[O:13])[C:2]1[CH:3]=[CH:4][CH:5]=[CH:6][CH:7]=1. The yield is 0.915. (7) The reactants are [NH2:1][C:2]1[CH:7]=[C:6]([CH2:8][S:9][C:10]2[C:15]([C:16]([N:18]([CH2:27][C:28]([O:30]C(C)(C)C)=[O:29])[C:19]3[CH:24]=[C:23]([CH3:25])[CH:22]=[C:21]([CH3:26])[CH:20]=3)=[O:17])=[CH:14][CH:13]=[CH:12][N:11]=2)[CH:5]=[CH:4][N:3]=1.[ClH:35]. The catalyst is C(OCC)(=O)C. The product is [ClH:35].[NH2:1][C:2]1[CH:7]=[C:6]([CH2:8][S:9][C:10]2[C:15]([C:16]([N:18]([CH2:27][C:28]([OH:30])=[O:29])[C:19]3[CH:20]=[C:21]([CH3:26])[CH:22]=[C:23]([CH3:25])[CH:24]=3)=[O:17])=[CH:14][CH:13]=[CH:12][N:11]=2)[CH:5]=[CH:4][N:3]=1. The yield is 0.860. (8) The reactants are [H-].[Na+].[N+:3]([C:6]1[N:7]=[C:8]2[N:13]([CH:14]=1)[CH2:12][C@H:11]([OH:15])[CH2:10][O:9]2)([O-:5])=[O:4].Br[CH2:17][C:18]1[N:19]=[N:20][C:21]([Cl:24])=[CH:22][CH:23]=1. The catalyst is CN(C=O)C. The product is [Cl:24][C:21]1[N:20]=[N:19][C:18]([CH2:17][O:15][C@@H:11]2[CH2:10][O:9][C:8]3=[N:7][C:6]([N+:3]([O-:5])=[O:4])=[CH:14][N:13]3[CH2:12]2)=[CH:23][CH:22]=1. The yield is 0.560.